From a dataset of Reaction yield outcomes from USPTO patents with 853,638 reactions. Predict the reaction yield, written as a fraction of the theoretical maximum amount of product (1.0 means a 100% yield; for example, 0.34 means a 34% yield). (1) The catalyst is O.C(O)C. The reactants are [Na].[O-]CC.[Na+].O=[C:7]1[CH2:14][CH2:13][C:10]2([CH2:12][CH2:11]2)[CH2:9][CH:8]1[C:15]([O:17]CC)=O.[Cl:20][C:21]1[CH:26]=[CH:25][C:24]([N:27]2[CH2:32][CH2:31][N:30]([CH2:33][CH2:34][CH2:35][C:36](=[NH:38])[NH2:37])[CH2:29][CH2:28]2)=[CH:23][CH:22]=1. The yield is 0.0400. The product is [Cl:20][C:21]1[CH:22]=[CH:23][C:24]([N:27]2[CH2:32][CH2:31][N:30]([CH2:33][CH2:34][CH2:35][C:36]3[NH:38][C:15](=[O:17])[C:8]4[CH2:9][C:10]5([CH2:11][CH2:12]5)[CH2:13][CH2:14][C:7]=4[N:37]=3)[CH2:29][CH2:28]2)=[CH:25][CH:26]=1. (2) The reactants are C[O:2][C:3]1[CH:8]=[C:7]([CH2:9][CH2:10][C:11]2[CH:16]=[CH:15][CH:14]=[CH:13][N:12]=2)[CH:6]=[CH:5][N:4]=1. The catalyst is Cl. The product is [N:12]1[CH:13]=[CH:14][CH:15]=[CH:16][C:11]=1[CH2:10][CH2:9][C:7]1[CH:6]=[CH:5][NH:4][C:3](=[O:2])[CH:8]=1. The yield is 0.960. (3) The reactants are Cl[C:2]1[CH:3]=[CH:4][C:5](=[O:9])[N:6]([CH3:8])[N:7]=1.[NH:10]1[CH2:15][CH2:14][CH:13]([OH:16])[CH2:12][CH2:11]1. The catalyst is CCN(C(C)C)C(C)C.O. The product is [OH:16][CH:13]1[CH2:14][CH2:15][N:10]([C:2]2[CH:3]=[CH:4][C:5](=[O:9])[N:6]([CH3:8])[N:7]=2)[CH2:11][CH2:12]1. The yield is 0.830. (4) The catalyst is CN(C)C=O. The product is [N:9]1([CH2:15][C:16]2[CH:17]=[CH:18][C:19]([C:22]([NH:23][C:24]3([C:25]([NH:1][C@H:2]([CH2:7][OH:8])[CH2:3][CH2:4][S:5][CH3:6])=[O:27])[CH2:28][CH2:29][CH2:30][CH2:31][CH2:32]3)=[O:26])=[CH:20][CH:21]=2)[CH2:14][CH2:13][O:12][CH2:11][CH2:10]1. The reactants are [NH2:1][C@H:2]([CH2:7][OH:8])[CH2:3][CH2:4][S:5][CH3:6].[N:9]1([CH2:15][C:16]2[CH:21]=[CH:20][C:19]([C:22]3[O:26][C:25](=[O:27])[C:24]4([CH2:32][CH2:31][CH2:30][CH2:29][CH2:28]4)[N:23]=3)=[CH:18][CH:17]=2)[CH2:14][CH2:13][O:12][CH2:11][CH2:10]1.O. The yield is 0.490. (5) The reactants are [Cl:1][C:2]1[CH:3]=[C:4]([C:8](=[N:10][OH:11])[NH2:9])[CH:5]=[CH:6][CH:7]=1.[Cl:12][CH:13]([CH3:17])[C:14](Cl)=O. The catalyst is C(Cl)Cl. The product is [Cl:12][CH:13]([C:17]1[O:11][N:10]=[C:8]([C:4]2[CH:5]=[CH:6][CH:7]=[C:2]([Cl:1])[CH:3]=2)[N:9]=1)[CH3:14]. The yield is 0.670.